Dataset: NCI-60 drug combinations with 297,098 pairs across 59 cell lines. Task: Regression. Given two drug SMILES strings and cell line genomic features, predict the synergy score measuring deviation from expected non-interaction effect. (1) Drug 1: CC1=C(C=C(C=C1)NC2=NC=CC(=N2)N(C)C3=CC4=NN(C(=C4C=C3)C)C)S(=O)(=O)N.Cl. Drug 2: CCN(CC)CCCC(C)NC1=C2C=C(C=CC2=NC3=C1C=CC(=C3)Cl)OC. Cell line: NCIH23. Synergy scores: CSS=22.8, Synergy_ZIP=-6.48, Synergy_Bliss=-5.57, Synergy_Loewe=-36.9, Synergy_HSA=-4.83. (2) Drug 1: C1C(C(OC1N2C=NC3=C(N=C(N=C32)Cl)N)CO)O. Drug 2: CCC1=C2CN3C(=CC4=C(C3=O)COC(=O)C4(CC)O)C2=NC5=C1C=C(C=C5)O. Cell line: OVCAR-4. Synergy scores: CSS=3.16, Synergy_ZIP=-2.73, Synergy_Bliss=1.90, Synergy_Loewe=-0.184, Synergy_HSA=-0.0781.